From a dataset of Catalyst prediction with 721,799 reactions and 888 catalyst types from USPTO. Predict which catalyst facilitates the given reaction. (1) Reactant: [F:1][C:2]1[C:3]([C:24]2[N:25]([CH:30]([CH3:32])[CH3:31])[C:26]([CH3:29])=[N:27][CH:28]=2)=[N:4][C:5]([NH:8][CH:9]2[CH2:14][CH2:13][N:12]([S:15]([CH:18]3[CH2:23][CH2:22][NH:21][CH2:20][CH2:19]3)(=[O:17])=[O:16])[CH2:11][CH2:10]2)=[N:6][CH:7]=1.C=O.[C:35]([BH3-])#N.[Na+]. Product: [F:1][C:2]1[C:3]([C:24]2[N:25]([CH:30]([CH3:32])[CH3:31])[C:26]([CH3:29])=[N:27][CH:28]=2)=[N:4][C:5]([NH:8][CH:9]2[CH2:14][CH2:13][N:12]([S:15]([CH:18]3[CH2:23][CH2:22][N:21]([CH3:35])[CH2:20][CH2:19]3)(=[O:16])=[O:17])[CH2:11][CH2:10]2)=[N:6][CH:7]=1. The catalyst class is: 5. (2) Reactant: [CH:1]([N-]C(C)C)(C)C.[Li+].[O:9]=[C:10]1[NH:19][CH:18]([C:20]2[CH:27]=[CH:26][C:23]([C:24]#[N:25])=[CH:22][CH:21]=2)[C:17]2[C:16](=[O:28])[CH2:15][CH2:14][CH2:13][C:12]=2[N:11]1[C:29]1[CH:34]=[CH:33][CH:32]=[C:31]([C:35]([F:38])([F:37])[F:36])[CH:30]=1.CI.O. Product: [F:37][C:35]([F:38])([F:36])[C:31]1[CH:30]=[C:29]([N:11]2[C:12]3[CH2:13][CH2:14][CH2:15][C:16](=[O:28])[C:17]=3[CH:18]([C:20]3[CH:21]=[CH:22][C:23]([C:24]#[N:25])=[CH:26][CH:27]=3)[N:19]([CH3:1])[C:10]2=[O:9])[CH:34]=[CH:33][CH:32]=1. The catalyst class is: 9. (3) Reactant: [C:1](Cl)(=[O:6])[C:2]([CH3:5])([CH3:4])[CH3:3].[NH2:8][C:9]1[CH:14]=[C:13]([C:15]([F:18])([F:17])[F:16])[C:12]([Br:19])=[CH:11][N:10]=1.C(N(CC)CC)C.O. Product: [Br:19][C:12]1[C:13]([C:15]([F:18])([F:16])[F:17])=[CH:14][C:9]([NH:8][C:1](=[O:6])[C:2]([CH3:5])([CH3:4])[CH3:3])=[N:10][CH:11]=1. The catalyst class is: 4. (4) Reactant: [OH-:1].[Na+].[Cl-].[CH2:4]([N+:8]1[CH:12]=[CH:11][N:10]([CH3:13])[CH:9]=1)[CH2:5][CH2:6][CH3:7]. Product: [OH-:1].[CH2:4]([N+:8]1[CH:12]=[CH:11][N:10]([CH3:13])[CH:9]=1)[CH2:5][CH2:6][CH3:7]. The catalyst class is: 6. (5) Reactant: Cl[C:2]1[CH:7]=[CH:6][N:5]=[C:4]2N[CH:9]=[CH:10][C:3]=12.[OH-].[Na+].CO.C(=O)=O. Product: [N:5]1[CH:4]=[CH:3][CH:2]=[CH:9][C:10]=1[C:3]1[CH:4]=[N:5][CH:6]=[CH:7][CH:2]=1. The catalyst class is: 6.